Predict the reaction yield, written as a fraction of the theoretical maximum amount of product (1.0 means a 100% yield; for example, 0.34 means a 34% yield). From a dataset of Reaction yield outcomes from USPTO patents with 853,638 reactions. (1) The reactants are [CH2:1]([O:8][C:9]1[N:14]=[C:13]([O:15][CH2:16][C:17]2[CH:22]=[CH:21][CH:20]=[CH:19][CH:18]=2)[C:12]([N+:23]([O-])=O)=[C:11]([CH:26]=[CH:27]N(C)C)[N:10]=1)[C:2]1[CH:7]=[CH:6][CH:5]=[CH:4][CH:3]=1. The catalyst is CC(O)=O.C(Cl)Cl.[Zn]. The product is [CH2:1]([O:8][C:9]1[N:14]=[C:13]([O:15][CH2:16][C:17]2[CH:22]=[CH:21][CH:20]=[CH:19][CH:18]=2)[C:12]2[NH:23][CH:27]=[CH:26][C:11]=2[N:10]=1)[C:2]1[CH:3]=[CH:4][CH:5]=[CH:6][CH:7]=1. The yield is 0.900. (2) The reactants are [CH2:1]([O:3][C:4]([C:6]1[C:14]2[CH2:13][CH2:12][CH2:11][C:10](=O)[C:9]=2[N:8]([CH3:16])[C:7]=1[C:17]([O:19][C:20]([CH3:23])([CH3:22])[CH3:21])=[O:18])=[O:5])[CH3:2].[C:24](OC(OC(C)(C)C)N(C)C)(C)(C)C.Cl.[NH2:39][C:40]([NH2:42])=[NH:41].C([O-])([O-])=O.[K+].[K+]. The catalyst is CN(C=O)C. The product is [CH2:1]([O:3][C:4]([C:6]1[C:14]2[CH2:13][CH2:12][C:11]3[C:10]([C:9]=2[N:8]([CH3:16])[C:7]=1[C:17]([O:19][C:20]([CH3:22])([CH3:21])[CH3:23])=[O:18])=[N:39][C:40]([NH2:42])=[N:41][CH:24]=3)=[O:5])[CH3:2]. The yield is 0.800. (3) No catalyst specified. The product is [CH2:10]([O:12][C:13]1[CH:14]=[C:15]([NH:16][C:2]2[N:7]=[C:6]([C:8]#[N:9])[CH:5]=[CH:4][N:3]=2)[CH:17]=[CH:18][CH:19]=1)[CH3:11]. The reactants are Cl[C:2]1[N:7]=[C:6]([C:8]#[N:9])[CH:5]=[CH:4][N:3]=1.[CH2:10]([O:12][C:13]1[CH:14]=[C:15]([CH:17]=[CH:18][CH:19]=1)[NH2:16])[CH3:11]. The yield is 0.710. (4) The reactants are [Cl:1][C:2]1[CH:7]=[C:6](I)[CH:5]=[CH:4][C:3]=1[NH:9][C:10]1[C:22]([F:23])=[C:21]([F:24])[CH:20]=[CH:19][C:11]=1[C:12]([NH:14][O:15][CH2:16][CH2:17][OH:18])=[O:13].[CH3:25][Si:26]([C:29]#[CH:30])([CH3:28])[CH3:27]. The catalyst is C(N(CC)CC)C.Cl[Pd](Cl)([P](C1C=CC=CC=1)(C1C=CC=CC=1)C1C=CC=CC=1)[P](C1C=CC=CC=1)(C1C=CC=CC=1)C1C=CC=CC=1. The product is [Cl:1][C:2]1[CH:7]=[C:6]([C:30]#[C:29][Si:26]([CH3:28])([CH3:27])[CH3:25])[CH:5]=[CH:4][C:3]=1[NH:9][C:10]1[C:22]([F:23])=[C:21]([F:24])[CH:20]=[CH:19][C:11]=1[C:12]([NH:14][O:15][CH2:16][CH2:17][OH:18])=[O:13]. The yield is 0.760. (5) The reactants are [CH2:1]([N:8]1[CH2:13][CH2:12][C:11]([C:21]2[S:22][CH:23]=[C:24]([CH3:26])[N:25]=2)([NH:14][C:15]2[CH:20]=[CH:19][CH:18]=[CH:17][CH:16]=2)[CH2:10][CH2:9]1)[C:2]1[CH:7]=[CH:6][CH:5]=[CH:4][CH:3]=1.C(N(CC)CC)C.[F:34][C:35]([F:40])([F:39])[C:36](O)=[O:37]. The catalyst is ClCCl. The product is [CH2:1]([N:8]1[CH2:13][CH2:12][C:11]([N:14]([C:15]2[CH:16]=[CH:17][CH:18]=[CH:19][CH:20]=2)[C:36](=[O:37])[C:35]([F:40])([F:39])[F:34])([C:21]2[S:22][CH:23]=[C:24]([CH3:26])[N:25]=2)[CH2:10][CH2:9]1)[C:2]1[CH:7]=[CH:6][CH:5]=[CH:4][CH:3]=1. The yield is 0.770. (6) The reactants are [C:1]([N:4]1[CH2:9][CH2:8][NH:7][CH2:6][CH2:5]1)(=[O:3])[CH3:2].[CH:10]12[CH2:19][CH:14]3[CH2:15][CH:16]([CH2:18][CH:12]([CH2:13]3)[CH:11]1[NH:20][C:21]([C:23]1[C:24]([S:30][CH2:31][CH2:32][CH3:33])=[N:25][C:26](Cl)=[N:27][CH:28]=1)=[O:22])[CH2:17]2. The catalyst is C1COCC1.CCOC(C)=O. The product is [C:1]([N:4]1[CH2:9][CH2:8][N:7]([C:26]2[N:25]=[C:24]([S:30][CH2:31][CH2:32][CH3:33])[C:23]([C:21]([NH:20][CH:11]3[CH:10]4[CH2:19][CH:14]5[CH2:15][CH:16]([CH2:18][CH:12]3[CH2:13]5)[CH2:17]4)=[O:22])=[CH:28][N:27]=2)[CH2:6][CH2:5]1)(=[O:3])[CH3:2]. The yield is 0.850.